Task: Predict the product of the given reaction.. Dataset: Forward reaction prediction with 1.9M reactions from USPTO patents (1976-2016) (1) Given the reactants [C:1](=[O:4])([OH:3])[O-:2].[Ca+2:5].[C:6](=[O:9])([OH:8])[O-:7].[Ca].[Mg:11].C(=O)(O)[O-].[Mg+2].C(=O)(O)[O-], predict the reaction product. The product is: [C:1](=[O:2])([O-:4])[O-:3].[Ca+2:5].[C:6](=[O:7])([O-:9])[O-:8].[Mg+2:11]. (2) The product is: [Br:1][C:2]1[CH:3]=[CH:4][C:5]([Cl:21])=[C:6]([CH2:8][C:10]2[CH:11]=[CH:12][C:13]([O:16][C:17]([F:20])([F:18])[F:19])=[CH:14][CH:15]=2)[CH:7]=1. Given the reactants [Br:1][C:2]1[CH:3]=[CH:4][C:5]([Cl:21])=[C:6]([CH:8]([C:10]2[CH:15]=[CH:14][C:13]([O:16][C:17]([F:20])([F:19])[F:18])=[CH:12][CH:11]=2)O)[CH:7]=1, predict the reaction product. (3) Given the reactants [Cl:1][C:2]1[N:11]=[C:10](Cl)[C:9]2[CH2:8][CH2:7][CH2:6][CH2:5][C:4]=2[N:3]=1.[CH3:13][NH2:14].C([O-])(O)=O.[Na+], predict the reaction product. The product is: [Cl:1][C:2]1[N:11]=[C:10]([NH:14][CH3:13])[C:9]2[CH2:8][CH2:7][CH2:6][CH2:5][C:4]=2[N:3]=1. (4) Given the reactants [CH3:1][O:2][CH2:3][C:4]1[C:8]([C:9](OC)=[O:10])=[CH:7][N:6]([C:13]2[CH:18]=[CH:17][CH:16]=[C:15]([O:19][CH3:20])[CH:14]=2)[N:5]=1.[H-].[Al+3].[Li+].[H-].[H-].[H-], predict the reaction product. The product is: [CH3:1][O:2][CH2:3][C:4]1[C:8]([CH:9]=[O:10])=[CH:7][N:6]([C:13]2[CH:18]=[CH:17][CH:16]=[C:15]([O:19][CH3:20])[CH:14]=2)[N:5]=1. (5) Given the reactants [N:1]1([C:6]2[CH2:11][CH2:10][C:9]([CH3:13])([CH3:12])[CH:8]([NH2:14])[CH:7]=2)[CH:5]=[CH:4][N:3]=[CH:2]1.[F:15][CH:16]([F:26])[C:17]1[CH:24]=[C:23](F)[CH:22]=[CH:21][C:18]=1[C:19]#[N:20].CCN(C(C)C)C(C)C, predict the reaction product. The product is: [N:1]1([C:6]2[CH2:11][CH2:10][C:9]([CH3:12])([CH3:13])[CH:8]([NH:14][C:23]3[CH:22]=[CH:21][C:18]([C:19]#[N:20])=[C:17]([CH:16]([F:15])[F:26])[CH:24]=3)[CH:7]=2)[CH:5]=[CH:4][N:3]=[CH:2]1.